This data is from Full USPTO retrosynthesis dataset with 1.9M reactions from patents (1976-2016). The task is: Predict the reactants needed to synthesize the given product. The reactants are: [Cl:1][C:2]1[CH:3]=[C:4]([C@@H:8]2[C@@H:13]([C:14]3[CH:19]=[CH:18][C:17]([Cl:20])=[CH:16][CH:15]=3)[NH:12][C:11](=[O:21])[CH2:10][CH2:9]2)[CH:5]=[CH:6][CH:7]=1.Cl.C1(C)C=CC=CC=1.C([O:32]CC)C. Given the product [Cl-:1].[C:11]([CH2:10][CH2:9][C@H:8]([C:4]1[CH:5]=[CH:6][CH:7]=[C:2]([Cl:1])[CH:3]=1)[C@@H:13]([C:14]1[CH:19]=[CH:18][C:17]([Cl:20])=[CH:16][CH:15]=1)[NH3+:12])([OH:21])=[O:32], predict the reactants needed to synthesize it.